This data is from Full USPTO retrosynthesis dataset with 1.9M reactions from patents (1976-2016). The task is: Predict the reactants needed to synthesize the given product. (1) Given the product [N:20]1[CH:21]=[CH:22][CH:23]=[CH:24][C:19]=1[O:1][C:2]1[CH:3]=[CH:4][C:5]([C:8]([O:10][CH3:11])=[O:9])=[N:6][CH:7]=1, predict the reactants needed to synthesize it. The reactants are: [OH:1][C:2]1[CH:3]=[CH:4][C:5]([C:8]([O:10][CH3:11])=[O:9])=[N:6][CH:7]=1.C(=O)([O-])[O-].[K+].[K+].Br[C:19]1[CH:24]=[CH:23][CH:22]=[CH:21][N:20]=1. (2) Given the product [O:48]=[C:33]1[NH:32][CH:35]([C:36]2[CH:43]=[CH:42][C:41]([C:2]3[N:7]=[C:6]4[N:8]([CH2:12][CH2:13][CH:14]5[CH2:19][CH2:18][O:17][CH2:16][CH2:15]5)[C:9](=[O:11])[NH:10][C:5]4=[N:4][CH:3]=3)=[CH:40][CH:39]=2)[CH2:37][CH2:34]1, predict the reactants needed to synthesize it. The reactants are: Br[C:2]1[N:7]=[C:6]2[N:8]([CH2:12][CH2:13][CH:14]3[CH2:19][CH2:18][O:17][CH2:16][CH2:15]3)[C:9](=[O:11])[NH:10][C:5]2=[N:4][CH:3]=1.BrC1C(N)=NC=C(Br)N=1.C([N:32]([CH:35]([CH3:37])[CH3:36])[CH2:33][CH3:34])(C)C.O1[CH2:43][CH2:42][CH:41](CCN)[CH2:40][CH2:39]1.C(N1C=CN=C1)(N1C=CN=C1)=[O:48]. (3) Given the product [ClH:32].[ClH:35].[Cl:32][C:29]1[CH:30]=[CH:31][C:26]([CH:9]([C:10]2[N:14]3[CH2:15][CH2:16][NH:17][CH2:18][C:13]3=[N:12][N:11]=2)[NH2:8])=[CH:27][CH:28]=1, predict the reactants needed to synthesize it. The reactants are: C(OC([NH:8][CH:9]([C:26]1[CH:31]=[CH:30][C:29]([Cl:32])=[CH:28][CH:27]=1)[C:10]1[N:14]2[CH2:15][CH2:16][N:17](C(OC(C)(C)C)=O)[CH2:18][C:13]2=[N:12][N:11]=1)=O)(C)(C)C.CO.[ClH:35]. (4) Given the product [NH:26]1[C:34]2[C:29](=[CH:30][CH:31]=[CH:32][CH:33]=2)[CH:28]=[C:27]1[C:35]([OH:37])=[O:36], predict the reactants needed to synthesize it. The reactants are: N1C2C(=CC=CC=2)C(C(O)=O)=C1.N1C2C=CC=C(C(O)=O)C=2C=C1.C[N:26]1[C:34]2[C:29](=[CH:30][CH:31]=[CH:32][CH:33]=2)[CH:28]=[C:27]1[C:35]([OH:37])=[O:36].C1(C(O)=O)C2C(=CC=CC=2)C=CC=1.N1C2C(=CC=CC=2)C(C(O)=O)=CC=1.C1(C(O)=O)C2CC3C(=CC=CC=3)C=2C=CC=1.C1C=C2C3C(C(O)=O)=CC=CC=3C(=O)C2=CC=1. (5) Given the product [Si:22]([O:17][CH2:16][CH2:15][C@@H:6]1[CH2:5][C:4]2[C:3]3[C:2]([Cl:1])=[N:14][CH:13]=[N:12][C:11]=3[S:10][C:9]=2[CH2:8][CH2:7]1)([C:19]([CH3:21])([CH3:20])[CH3:18])([CH3:24])[CH3:23], predict the reactants needed to synthesize it. The reactants are: [Cl:1][C:2]1[C:3]2[C:4]3[CH2:5][C@@H:6]([CH2:15][CH2:16][OH:17])[CH2:7][CH2:8][C:9]=3[S:10][C:11]=2[N:12]=[CH:13][N:14]=1.[CH3:18][C:19]([Si:22](Cl)([CH3:24])[CH3:23])([CH3:21])[CH3:20].N1C=CN=C1. (6) The reactants are: Cl.[O:2]=[C:3]1[C:11]2[C:6](=[CH:7][C:8]([C:12]([NH:14][CH:15]3[CH2:20][CH2:19][NH:18][CH2:17][CH2:16]3)=[O:13])=[CH:9][CH:10]=2)[CH2:5][O:4]1.[CH3:21][C:22]1[C:30]2[CH2:29][O:28][C:27](=[O:31])[C:26]=2[CH:25]=[CH:24][C:23]=1[CH2:32][CH:33]=O.C([BH3-])#N.[Na+].C(O)(=O)C. Given the product [CH3:21][C:22]1[C:23]([CH2:32][CH2:33][N:18]2[CH2:17][CH2:16][CH:15]([NH:14][C:12]([C:8]3[CH:7]=[C:6]4[C:11](=[CH:10][CH:9]=3)[C:3](=[O:2])[O:4][CH2:5]4)=[O:13])[CH2:20][CH2:19]2)=[CH:24][CH:25]=[C:26]2[C:30]=1[CH2:29][O:28][C:27]2=[O:31], predict the reactants needed to synthesize it. (7) Given the product [Br:1][C:2]1[CH:7]=[C:6]([N+:10]([O-:12])=[O:11])[C:5]([OH:8])=[C:4]([Cl:9])[CH:3]=1, predict the reactants needed to synthesize it. The reactants are: [Br:1][C:2]1[CH:7]=[CH:6][C:5]([OH:8])=[C:4]([Cl:9])[CH:3]=1.[N+:10]([O-])([OH:12])=[O:11].S(=O)(=O)(O)O.N([O-])=O.[Na+]. (8) Given the product [Br:1][C:2]1[CH:7]=[CH:6][CH:5]=[CH:4][C:3]=1[CH:8]=[CH:9][C:10]([NH:36][CH2:37][CH2:38][CH2:39][CH2:40][OH:41])=[O:12], predict the reactants needed to synthesize it. The reactants are: [Br:1][C:2]1[CH:7]=[CH:6][CH:5]=[CH:4][C:3]=1/[CH:8]=[CH:9]/[C:10]([OH:12])=O.Cl.CN(C)CCCN=C=NCC.O.ON1C2C=CC=CC=2N=N1.[NH2:36][CH2:37][CH2:38][CH2:39][CH2:40][OH:41].